This data is from TCR-epitope binding with 47,182 pairs between 192 epitopes and 23,139 TCRs. The task is: Binary Classification. Given a T-cell receptor sequence (or CDR3 region) and an epitope sequence, predict whether binding occurs between them. (1) The TCR CDR3 sequence is CASVASPGTSALDYEQYF. Result: 1 (the TCR binds to the epitope). The epitope is PKYVKQNTLKLAT. (2) The TCR CDR3 sequence is CASSVDGDPSLDEQFF. Result: 1 (the TCR binds to the epitope). The epitope is GTSGSPIVNR. (3) The epitope is GTSGSPIINR. The TCR CDR3 sequence is CASSLGGPAEAFF. Result: 0 (the TCR does not bind to the epitope). (4) The epitope is SEISMDNSPNL. The TCR CDR3 sequence is CASSLASAGYTGELFF. Result: 0 (the TCR does not bind to the epitope). (5) The epitope is IPRRNVATL. The TCR CDR3 sequence is CAEGQGFVGQPQHF. Result: 0 (the TCR does not bind to the epitope). (6) The epitope is IYSKHTPINL. The TCR CDR3 sequence is CASSPGVADTQYF. Result: 0 (the TCR does not bind to the epitope). (7) The epitope is HTTDPSFLGRY. The TCR CDR3 sequence is CASSLSRDSGYNEQFF. Result: 1 (the TCR binds to the epitope). (8) The epitope is GLCTLVAML. The TCR CDR3 sequence is CASSVAQLAGGADTQYF. Result: 1 (the TCR binds to the epitope). (9) The epitope is TPGPGVRYPL. The TCR CDR3 sequence is CAISDHLQFGTVHEQYF. Result: 0 (the TCR does not bind to the epitope).